Dataset: Reaction yield outcomes from USPTO patents with 853,638 reactions. Task: Predict the reaction yield, written as a fraction of the theoretical maximum amount of product (1.0 means a 100% yield; for example, 0.34 means a 34% yield). The reactants are C(Cl)CCl.C1C=CC2N(O)N=NC=2C=1.[CH3:15][O:16][C:17]([C:19]1[C:23]([NH2:24])=[CH:22][NH:21][N:20]=1)=[O:18].[C:25]([C:29]1[CH:30]=[CH:31][C:32]([O:38][CH3:39])=[C:33]([CH:37]=1)[C:34](O)=[O:35])([CH3:28])([CH3:27])[CH3:26]. The catalyst is CN(C=O)C. The product is [CH3:15][O:16][C:17]([C:19]1[C:23]([NH:24][C:34](=[O:35])[C:33]2[CH:37]=[C:29]([C:25]([CH3:26])([CH3:27])[CH3:28])[CH:30]=[CH:31][C:32]=2[O:38][CH3:39])=[CH:22][NH:21][N:20]=1)=[O:18]. The yield is 0.930.